The task is: Regression/Classification. Given a drug SMILES string, predict its absorption, distribution, metabolism, or excretion properties. Task type varies by dataset: regression for continuous measurements (e.g., permeability, clearance, half-life) or binary classification for categorical outcomes (e.g., BBB penetration, CYP inhibition). Dataset: cyp2c9_veith.. This data is from CYP2C9 inhibition data for predicting drug metabolism from PubChem BioAssay. The drug is CS(=O)(=O)N1CCC2(CCCN(c3ccncc3)C2)CC1. The result is 1 (inhibitor).